From a dataset of Reaction yield outcomes from USPTO patents with 853,638 reactions. Predict the reaction yield, written as a fraction of the theoretical maximum amount of product (1.0 means a 100% yield; for example, 0.34 means a 34% yield). (1) The reactants are [CH3:1][C@H:2]1[CH2:7][NH:6][C@H:5]([CH3:8])[CH2:4][NH:3]1.CS(O)(=O)=O.C([O-])(=O)C.[K+].Cl[C:20]([O:22][CH2:23][CH3:24])=[O:21]. The catalyst is O.O1CCCC1.C(O)C. The product is [CH3:1][C@H:2]1[CH2:7][NH:6][C@H:5]([CH3:8])[CH2:4][N:3]1[C:20]([O:22][CH2:23][CH3:24])=[O:21]. The yield is 0.740. (2) The reactants are [NH2:1][CH2:2][C:3]1[CH:8]=[CH:7][C:6]([CH2:9][OH:10])=[CH:5][CH:4]=1.ON1[C:16]2[CH:17]=[CH:18][CH:19]=[CH:20][C:15]=2[N:14]=N1.CN1CC[O:25]CC1.CCN=C=NCCCN(C)C. No catalyst specified. The product is [OH:10][CH2:9][C:6]1[CH:7]=[CH:8][C:3]([CH2:2][NH:1][C:20]([C:19]2[CH:18]=[CH:17][CH:16]=[CH:15][N:14]=2)=[O:25])=[CH:4][CH:5]=1. The yield is 0.950. (3) The reactants are [OH:1][C@@H:2]1[C:10]2[C:5](=[CH:6][CH:7]=[CH:8][CH:9]=2)[CH2:4][C@@:3]1([CH2:20][C:21]1[CH:29]=[CH:28][C:24]([C:25]([OH:27])=[O:26])=[CH:23][CH:22]=1)[C:11]1[CH2:12][C:13]2[C:18]([CH:19]=1)=[CH:17][CH:16]=[CH:15][CH:14]=2.C([O-])([O-])=O.[K+].[K+].[CH2:36](I)[CH3:37]. The catalyst is CN(C=O)C.Cl. The product is [OH:1][C@@H:2]1[C:10]2[C:5](=[CH:6][CH:7]=[CH:8][CH:9]=2)[CH2:4][C@@:3]1([CH2:20][C:21]1[CH:29]=[CH:28][C:24]([C:25]([O:27][CH2:36][CH3:37])=[O:26])=[CH:23][CH:22]=1)[C:11]1[CH2:12][C:13]2[C:18]([CH:19]=1)=[CH:17][CH:16]=[CH:15][CH:14]=2. The yield is 0.500. (4) The reactants are [NH2:1][C:2]1[C:3]([CH3:13])=[C:4]([CH:9]=[C:10]([Br:12])[CH:11]=1)[C:5]([O:7][CH3:8])=[O:6].[C:14]1(=O)[CH2:19][CH2:18][CH2:17][CH2:16][CH2:15]1.C(O)(=O)C.C([BH3-])#N.[Na+]. The catalyst is CO. The product is [Br:12][C:10]1[CH:11]=[C:2]([NH:1][CH:14]2[CH2:19][CH2:18][CH2:17][CH2:16][CH2:15]2)[C:3]([CH3:13])=[C:4]([CH:9]=1)[C:5]([O:7][CH3:8])=[O:6]. The yield is 0.410. (5) The reactants are [Br:1][C:2]1[CH:3]=[C:4]([Cl:19])[C:5]([CH:8](C(OCC)=O)C(OCC)=O)=[N:6][CH:7]=1.Cl. No catalyst specified. The product is [Br:1][C:2]1[CH:3]=[C:4]([Cl:19])[C:5]([CH3:8])=[N:6][CH:7]=1. The yield is 0.510. (6) The reactants are [C:1]([N:4]1[C:13]2[C:8](=[CH:9][CH:10]=[CH:11][CH:12]=2)[C@@H:7]([OH:14])[CH2:6][C@@H:5]1[CH3:15])(=[O:3])[CH3:2].[F:16][C:17]1[CH:18]=[C:19]([CH:21]=[CH:22][CH:23]=1)N. No catalyst specified. The product is [C:1]([N:4]1[C:13]2[C:8](=[CH:9][CH:10]=[CH:11][CH:12]=2)[C@H:7]([O:14][C:22]2[CH:21]=[CH:19][CH:18]=[C:17]([F:16])[CH:23]=2)[CH2:6][C@@H:5]1[CH3:15])(=[O:3])[CH3:2]. The yield is 0.470. (7) The reactants are C1C(=O)N([I:8])C(=O)C1.[C:9]([NH:12][C:13]1[N:18]2[C:19]3[N:25]=[CH:24][CH:23]=[CH:22][C:20]=3[CH:21]=[C:17]2[CH:16]=[CH:15][N:14]=1)(=[O:11])[CH3:10]. The catalyst is C(Cl)Cl. The product is [C:9]([NH:12][C:13]1[N:18]2[C:19]3[N:25]=[CH:24][CH:23]=[CH:22][C:20]=3[C:21]([I:8])=[C:17]2[CH:16]=[CH:15][N:14]=1)(=[O:11])[CH3:10]. The yield is 0.930. (8) The yield is 0.430. The product is [C:4]([O:3][C:1]([NH:8][C@H:9]1[CH2:14][C@@H:13]([C:15]([F:17])([F:16])[F:18])[CH2:12][N:11]([C:30]([O:32][CH2:33][C:34]2[CH:39]=[CH:38][CH:37]=[CH:36][CH:35]=2)=[O:31])[CH2:10]1)=[O:2])([CH3:7])([CH3:6])[CH3:5]. The catalyst is CCOC(C)=O.O. The reactants are [C:1]([NH:8][C@H:9]1[CH2:14][C@@H:13]([C:15]([F:18])([F:17])[F:16])[CH2:12][NH:11][CH2:10]1)([O:3][C:4]([CH3:7])([CH3:6])[CH3:5])=[O:2].C(=O)(O)[O-].[Na+].C1COCC1.Cl[C:30]([O:32][CH2:33][C:34]1[CH:39]=[CH:38][CH:37]=[CH:36][CH:35]=1)=[O:31].